From a dataset of NCI-60 drug combinations with 297,098 pairs across 59 cell lines. Regression. Given two drug SMILES strings and cell line genomic features, predict the synergy score measuring deviation from expected non-interaction effect. (1) Drug 1: CN1C(=O)N2C=NC(=C2N=N1)C(=O)N. Drug 2: C(CC(=O)O)C(=O)CN.Cl. Cell line: A549. Synergy scores: CSS=3.73, Synergy_ZIP=-2.02, Synergy_Bliss=-3.11, Synergy_Loewe=-9.47, Synergy_HSA=-4.85. (2) Drug 1: CS(=O)(=O)CCNCC1=CC=C(O1)C2=CC3=C(C=C2)N=CN=C3NC4=CC(=C(C=C4)OCC5=CC(=CC=C5)F)Cl. Drug 2: CC12CCC3C(C1CCC2O)C(CC4=C3C=CC(=C4)O)CCCCCCCCCS(=O)CCCC(C(F)(F)F)(F)F. Cell line: OVCAR-4. Synergy scores: CSS=-4.05, Synergy_ZIP=0.873, Synergy_Bliss=-1.26, Synergy_Loewe=-6.18, Synergy_HSA=-5.15. (3) Drug 1: C1CN(CCN1C(=O)CCBr)C(=O)CCBr. Drug 2: CC1CCCC2(C(O2)CC(NC(=O)CC(C(C(=O)C(C1O)C)(C)C)O)C(=CC3=CSC(=N3)C)C)C. Cell line: PC-3. Synergy scores: CSS=23.4, Synergy_ZIP=-11.3, Synergy_Bliss=-14.1, Synergy_Loewe=-9.41, Synergy_HSA=-8.80.